From a dataset of Full USPTO retrosynthesis dataset with 1.9M reactions from patents (1976-2016). Predict the reactants needed to synthesize the given product. (1) The reactants are: [Cl:1][C:2]1[CH:3]=[C:4]([N:10]2[C:14]3[C:15](=[O:23])[O:16][C:17]([CH3:22])([C:19]([OH:21])=[O:20])[CH2:18][C:13]=3[N:12]=[CH:11]2)[CH:5]=[CH:6][C:7]=1[C:8]#[N:9].[CH3:24][Si](C=[N+]=[N-])(C)C. Given the product [CH3:24][O:20][C:19]([C:17]1([CH3:22])[O:16][C:15](=[O:23])[C:14]2[N:10]([C:4]3[CH:5]=[CH:6][C:7]([C:8]#[N:9])=[C:2]([Cl:1])[CH:3]=3)[CH:11]=[N:12][C:13]=2[CH2:18]1)=[O:21], predict the reactants needed to synthesize it. (2) The reactants are: NC1[S:6][C:5]2[CH:7]=[C:8](C#N)[CH:9]=[CH:10][C:4]=2C=1NC1C=CC(F)=C(Cl)C=1.[Br:22]C1C=C(S)C=CC=1.[CH2:30]([O:32][CH:33]([O:36][CH2:37][CH3:38])[CH2:34]Br)[CH3:31].[H-].[Na+].C(=O)([O-])[O-].[K+].[K+].CC(C)([O-])C.[Na+].CC(C)([O-])C.[K+]. Given the product [Br:22][C:9]1[CH:8]=[CH:7][C:5]([S:6][CH2:34][CH:33]([O:36][CH2:37][CH3:38])[O:32][CH2:30][CH3:31])=[CH:4][CH:10]=1, predict the reactants needed to synthesize it. (3) The reactants are: [F:1][C:2]([F:8])([F:7])[C:3](OC)=[O:4].C[O-].[Na+].[CH3:12][C:13]([C:15]1[CH:20]=[CH:19][C:18]([I:21])=[CH:17][CH:16]=1)=[O:14].Cl. Given the product [F:8][C:2]([F:1])([F:7])[C:3](=[O:4])[CH2:12][C:13]([C:15]1[CH:20]=[CH:19][C:18]([I:21])=[CH:17][CH:16]=1)=[O:14], predict the reactants needed to synthesize it. (4) Given the product [N:10]1([C:6]2[CH:5]=[C:4]([N:3]([C:18]3[CH:23]=[CH:22][C:21]([N+:24]([O-:26])=[O:25])=[CH:20][N:19]=3)[CH:1]=[O:2])[CH:9]=[CH:8][CH:7]=2)[CH:14]=[CH:13][N:12]=[CH:11]1, predict the reactants needed to synthesize it. The reactants are: [CH:1]([NH:3][C:4]1[CH:9]=[CH:8][CH:7]=[C:6]([N:10]2[CH:14]=[CH:13][N:12]=[CH:11]2)[CH:5]=1)=[O:2].[H-].[Na+].Cl[C:18]1[CH:23]=[CH:22][C:21]([N+:24]([O-:26])=[O:25])=[CH:20][N:19]=1.O. (5) Given the product [OH:10][CH2:9][CH2:8][C:3]1[CH:4]=[CH:5][CH:6]=[CH:7][C:2]=1[OH:1], predict the reactants needed to synthesize it. The reactants are: [OH:1][C:2]1[CH:7]=[CH:6][CH:5]=[CH:4][C:3]=1[CH2:8][C:9](O)=[O:10].CCN(CC)CC.ClC(OCC)=O.[BH4-].[Na+]. (6) Given the product [CH:22]1([O:27][C:28]2[C:33]([O:34][CH3:35])=[CH:32][N:31]=[C:30]([CH:36]([OH:37])[CH2:20][C:19]3[C:18]([Cl:21])=[CH:17][N:16]=[CH:15][C:14]=3[Cl:13])[CH:29]=2)[CH2:23][CH2:24][CH2:25][CH2:26]1, predict the reactants needed to synthesize it. The reactants are: C([Li])CCC.C(NC(C)C)(C)C.[Cl:13][C:14]1[CH:15]=[N:16][CH:17]=[C:18]([Cl:21])[C:19]=1[CH3:20].[CH:22]1([O:27][C:28]2[C:33]([O:34][CH3:35])=[CH:32][N:31]=[C:30]([CH:36]=[O:37])[CH:29]=2)[CH2:26][CH2:25][CH2:24][CH2:23]1.